From a dataset of NCI-60 drug combinations with 297,098 pairs across 59 cell lines. Regression. Given two drug SMILES strings and cell line genomic features, predict the synergy score measuring deviation from expected non-interaction effect. (1) Drug 1: C1CCN(CC1)CCOC2=CC=C(C=C2)C(=O)C3=C(SC4=C3C=CC(=C4)O)C5=CC=C(C=C5)O. Drug 2: CC1=C(C(=O)C2=C(C1=O)N3CC4C(C3(C2COC(=O)N)OC)N4)N. Cell line: COLO 205. Synergy scores: CSS=50.8, Synergy_ZIP=5.41, Synergy_Bliss=3.80, Synergy_Loewe=-15.9, Synergy_HSA=-2.45. (2) Drug 1: CC12CCC3C(C1CCC2=O)CC(=C)C4=CC(=O)C=CC34C. Drug 2: C1=NC2=C(N=C(N=C2N1C3C(C(C(O3)CO)O)F)Cl)N. Cell line: SR. Synergy scores: CSS=37.2, Synergy_ZIP=-0.532, Synergy_Bliss=-4.50, Synergy_Loewe=-9.43, Synergy_HSA=-5.42. (3) Drug 1: C1C(C(OC1N2C=C(C(=O)NC2=O)F)CO)O. Drug 2: C1CN1C2=NC(=NC(=N2)N3CC3)N4CC4. Cell line: SF-268. Synergy scores: CSS=28.5, Synergy_ZIP=-12.8, Synergy_Bliss=-3.53, Synergy_Loewe=-4.22, Synergy_HSA=0.298. (4) Cell line: NCI-H226. Drug 2: C(CC(=O)O)C(=O)CN.Cl. Drug 1: CCC1(CC2CC(C3=C(CCN(C2)C1)C4=CC=CC=C4N3)(C5=C(C=C6C(=C5)C78CCN9C7C(C=CC9)(C(C(C8N6C)(C(=O)OC)O)OC(=O)C)CC)OC)C(=O)OC)O.OS(=O)(=O)O. Synergy scores: CSS=1.36, Synergy_ZIP=-0.431, Synergy_Bliss=-0.248, Synergy_Loewe=-1.38, Synergy_HSA=-1.20. (5) Drug 1: CC1=C2C(C(=O)C3(C(CC4C(C3C(C(C2(C)C)(CC1OC(=O)C(C(C5=CC=CC=C5)NC(=O)OC(C)(C)C)O)O)OC(=O)C6=CC=CC=C6)(CO4)OC(=O)C)O)C)O. Drug 2: C1CNP(=O)(OC1)N(CCCl)CCCl. Cell line: SF-539. Synergy scores: CSS=9.34, Synergy_ZIP=-7.04, Synergy_Bliss=-5.71, Synergy_Loewe=-40.6, Synergy_HSA=-9.12.